This data is from Reaction yield outcomes from USPTO patents with 853,638 reactions. The task is: Predict the reaction yield, written as a fraction of the theoretical maximum amount of product (1.0 means a 100% yield; for example, 0.34 means a 34% yield). (1) The reactants are [N:1]1([C:7]2[CH:12]=[CH:11][C:10]([C:13]3[N:14]([CH2:26][C:27]4[C:32]([F:33])=[CH:31][C:30]([F:34])=[CH:29][C:28]=4[F:35])[N:15]=[C:16]4[C:21]=3[CH:20]=[CH:19][CH:18]=[C:17]4[C:22]([F:25])([F:24])[F:23])=[CH:9][CH:8]=2)[CH2:6][CH2:5][NH:4][CH2:3][CH2:2]1.[C:36](Cl)(=[O:43])[C:37]1[CH:42]=[CH:41][CH:40]=[CH:39][CH:38]=1.C(N(C(C)C)CC)(C)C.C1COCC1. The catalyst is C(OCC)(=O)C.O. The product is [C:36]([N:4]1[CH2:5][CH2:6][N:1]([C:7]2[CH:8]=[CH:9][C:10]([C:13]3[N:14]([CH2:26][C:27]4[C:28]([F:35])=[CH:29][C:30]([F:34])=[CH:31][C:32]=4[F:33])[N:15]=[C:16]4[C:21]=3[CH:20]=[CH:19][CH:18]=[C:17]4[C:22]([F:23])([F:24])[F:25])=[CH:11][CH:12]=2)[CH2:2][CH2:3]1)(=[O:43])[C:37]1[CH:42]=[CH:41][CH:40]=[CH:39][CH:38]=1. The yield is 0.500. (2) The yield is 0.370. The catalyst is CN(C=O)C. The reactants are [NH:1]1[CH:5]=[C:4]([C:6]2[CH:7]=[CH:8][C:9]([CH3:12])=[N:10][CH:11]=2)[N:3]=[CH:2]1.C(=O)([O-])[O-].[K+].[K+].BrCCC[CH2:23][N:24]1[C:28](=[O:29])[C:27]2=[CH:30][CH:31]=[CH:32][CH:33]=[C:26]2[C:25]1=[O:34]. The product is [CH3:12][C:9]1[N:10]=[CH:11][C:6]([C:4]2[N:3]=[CH:2][N:1]([CH2:23][N:24]3[C:28](=[O:29])[C:27]4[C:26](=[CH:33][CH:32]=[CH:31][CH:30]=4)[C:25]3=[O:34])[CH:5]=2)=[CH:7][CH:8]=1. (3) The yield is 0.680. The catalyst is C(Cl)Cl. The product is [F:1][C:2]1[C:3](=[N:21][C:28](=[O:30])[CH3:29])[N:4]([CH3:20])[C:5](=[O:19])[N:6]([S:8]([C:11]2[CH:12]=[CH:13][C:14]([O:17][CH3:18])=[CH:15][CH:16]=2)(=[O:10])=[O:9])[CH:7]=1. The reactants are [F:1][C:2]1[C:3](=[NH:21])[N:4]([CH3:20])[C:5](=[O:19])[N:6]([S:8]([C:11]2[CH:16]=[CH:15][C:14]([O:17][CH3:18])=[CH:13][CH:12]=2)(=[O:10])=[O:9])[CH:7]=1.N1C=CC=CC=1.[C:28](Cl)(=[O:30])[CH3:29]. (4) The reactants are [Br:1][C:2]1[S:6][C:5]([C:7]([OH:9])=O)=[CH:4][CH:3]=1.C1CN([P+](Br)(N2CCCC2)N2CCCC2)CC1.F[P-](F)(F)(F)(F)F.C(N(C(C)C)CC)(C)C.[NH2:43][CH:44]([C:54]1[CH:59]=[CH:58][CH:57]=[CH:56][CH:55]=1)[CH2:45][NH:46][C:47](=[O:53])[O:48][C:49]([CH3:52])([CH3:51])[CH3:50]. The catalyst is C(Cl)Cl. The product is [Br:1][C:2]1[S:6][C:5]([C:7]([NH:43][CH:44]([C:54]2[CH:59]=[CH:58][CH:57]=[CH:56][CH:55]=2)[CH2:45][NH:46][C:47](=[O:53])[O:48][C:49]([CH3:52])([CH3:50])[CH3:51])=[O:9])=[CH:4][CH:3]=1. The yield is 0.620. (5) The reactants are C12(C3C=CC(OC[C:17]4[O:18][C:19]5[CH:25]=[C:24]([C:26]([OH:28])=O)[CH:23]=[CH:22][C:20]=5[N:21]=4)=CC=3)CC3CC(CC(C3)C1)C2.[CH2:31]([NH2:37])[C:32]1[O:36][CH:35]=[CH:34][CH:33]=1.C(Cl)CCl.C1C=CC2N(O)N=NC=2C=1.CCN(C(C)C)C(C)C. The catalyst is CN(CC1C=C(CN(C)C)C(O)=C(CN(C)C)C=1)C. The product is [O:36]1[CH:35]=[CH:34][CH:33]=[C:32]1[CH2:31][NH:37][C:26]([C:24]1[CH:23]=[CH:22][C:20]2[N:21]=[CH:17][O:18][C:19]=2[CH:25]=1)=[O:28]. The yield is 0.174. (6) The reactants are C(NC(C)C)(C)C.[Li]CCCC.CCCCCC.[CH3:19][CH:20]1[N:25]([CH2:26][C:27]2[CH:32]=[CH:31][CH:30]=[CH:29][CH:28]=2)[CH:24]([C:33]#[N:34])[CH2:23][CH2:22][CH2:21]1.[O:35]=[C:36]1[CH2:39][N:38]([C:40]([O:42][C:43]([CH3:46])([CH3:45])[CH3:44])=[O:41])[CH2:37]1. The catalyst is C1COCC1. The product is [C:33]([C:24]1([C:36]2([OH:35])[CH2:37][N:38]([C:40]([O:42][C:43]([CH3:45])([CH3:44])[CH3:46])=[O:41])[CH2:39]2)[CH2:23][CH2:22][CH2:21][CH:20]([CH3:19])[N:25]1[CH2:26][C:27]1[CH:32]=[CH:31][CH:30]=[CH:29][CH:28]=1)#[N:34]. The yield is 0.0700.